From a dataset of Reaction yield outcomes from USPTO patents with 853,638 reactions. Predict the reaction yield, written as a fraction of the theoretical maximum amount of product (1.0 means a 100% yield; for example, 0.34 means a 34% yield). (1) The product is [Cl:13][C:6]1[C:7]([C:8]([O:10][CH2:11][CH3:12])=[O:9])=[C:2]([CH2:14][CH3:15])[CH:3]=[N:4][CH:5]=1. The yield is 0.550. The catalyst is O1CCOCC1. The reactants are Br[C:2]1[CH:3]=[N:4][CH:5]=[C:6]([Cl:13])[C:7]=1[C:8]([O:10][CH2:11][CH3:12])=[O:9].[CH2:14]([Zn]CC)[CH3:15]. (2) The reactants are Br[C:2]1[N:7]=[C:6]2[S:8][C:9]([CH2:11][O:12][C:13]3[C:14]([F:23])=[C:15]([C:19]([F:22])=[CH:20][CH:21]=3)[C:16]([NH2:18])=[O:17])=[N:10][C:5]2=[CH:4][CH:3]=1.[CH3:24][N:25]1[CH:29]=[CH:28][CH:27]=[C:26]1[Sn](CCCC)(CCCC)CCCC.O. The catalyst is CN(C=O)C.[Pd].C1(P(C2C=CC=CC=2)C2C=CC=CC=2)C=CC=CC=1.C1(P(C2C=CC=CC=2)C2C=CC=CC=2)C=CC=CC=1.C1(P(C2C=CC=CC=2)C2C=CC=CC=2)C=CC=CC=1.C1(P(C2C=CC=CC=2)C2C=CC=CC=2)C=CC=CC=1. The product is [F:23][C:14]1[C:13]([O:12][CH2:11][C:9]2[S:8][C:6]3[C:5]([N:10]=2)=[CH:4][CH:3]=[C:2]([C:26]2[N:25]([CH3:24])[CH:29]=[CH:28][CH:27]=2)[N:7]=3)=[CH:21][CH:20]=[C:19]([F:22])[C:15]=1[C:16]([NH2:18])=[O:17]. The yield is 0.320.